From a dataset of Reaction yield outcomes from USPTO patents with 853,638 reactions. Predict the reaction yield, written as a fraction of the theoretical maximum amount of product (1.0 means a 100% yield; for example, 0.34 means a 34% yield). (1) The reactants are [Cl-].O[NH3+:3].[C:4](=[O:7])([O-])[OH:5].[Na+].CS(C)=O.[CH2:13]([C:17]1[N:18]=[C:19]([CH3:46])[N:20]([CH2:39][C:40]2[S:41][C:42]([Cl:45])=[CH:43][CH:44]=2)[C:21](=[O:38])[C:22]=1[CH2:23][C:24]1[CH:29]=[CH:28][C:27]([C:30]2[C:31]([C:36]#[N:37])=[CH:32][CH:33]=[CH:34][CH:35]=2)=[CH:26][CH:25]=1)[CH2:14][CH2:15][CH3:16]. The catalyst is C(OCC)(=O)C. The product is [CH2:13]([C:17]1[N:18]=[C:19]([CH3:46])[N:20]([CH2:39][C:40]2[S:41][C:42]([Cl:45])=[CH:43][CH:44]=2)[C:21](=[O:38])[C:22]=1[CH2:23][C:24]1[CH:25]=[CH:26][C:27]([C:30]2[CH:35]=[CH:34][CH:33]=[CH:32][C:31]=2[C:36]2[NH:3][C:4](=[O:7])[O:5][N:37]=2)=[CH:28][CH:29]=1)[CH2:14][CH2:15][CH3:16]. The yield is 0.450. (2) The reactants are C(OC(=O)[NH:7][C:8]1[CH:9]=[N:10][C:11]([O:21][CH:22]2[CH2:25][CH2:24][CH2:23]2)=[C:12]([C:14]2[CH:19]=[CH:18][C:17]([Cl:20])=[CH:16][CH:15]=2)[CH:13]=1)(C)(C)C.O1CCOCC1. The catalyst is Cl. The product is [Cl:20][C:17]1[CH:18]=[CH:19][C:14]([C:12]2[CH:13]=[C:8]([NH2:7])[CH:9]=[N:10][C:11]=2[O:21][CH:22]2[CH2:25][CH2:24][CH2:23]2)=[CH:15][CH:16]=1. The yield is 0.469. (3) The reactants are [C:1]([C:3](=[CH:17][NH:18][C:19]1[CH:24]=[CH:23][C:22]([O:25][CH2:26][CH3:27])=[C:21]([I:28])[CH:20]=1)[C:4]([NH:6][C:7]1[CH:12]=[C:11]([O:13][CH3:14])[C:10]([Cl:15])=[CH:9][C:8]=1[Cl:16])=O)#[N:2].P(Cl)(Cl)(Cl)=O. The catalyst is C1(C)C=CC=CC=1. The product is [Cl:16][C:8]1[CH:9]=[C:10]([Cl:15])[C:11]([O:13][CH3:14])=[CH:12][C:7]=1[NH:6][C:4]1[C:24]2[C:19](=[CH:20][C:21]([I:28])=[C:22]([O:25][CH2:26][CH3:27])[CH:23]=2)[N:18]=[CH:17][C:3]=1[C:1]#[N:2]. The yield is 0.760. (4) The reactants are [CH:1]1([O:6][C:7](=[O:28])[C@@H:8]([NH:15][S:16]([C:19]2[CH:24]=[CH:23][C:22]([N+:25]([O-])=O)=[CH:21][CH:20]=2)(=[O:18])=[O:17])[C:9]2[CH:14]=[CH:13][CH:12]=[CH:11][CH:10]=2)[CH2:5][CH2:4][CH2:3][CH2:2]1. The catalyst is CCOC(C)=O.[Pd]. The product is [CH:1]1([O:6][C:7](=[O:28])[C@@H:8]([NH:15][S:16]([C:19]2[CH:20]=[CH:21][C:22]([NH2:25])=[CH:23][CH:24]=2)(=[O:17])=[O:18])[C:9]2[CH:14]=[CH:13][CH:12]=[CH:11][CH:10]=2)[CH2:2][CH2:3][CH2:4][CH2:5]1. The yield is 0.920. (5) The reactants are [NH2:1][C:2]1[CH:9]=[CH:8][CH:7]=[C:6](Br)[C:3]=1[C:4]#[N:5].[C:11](=[O:14])([O-])[O-].[K+].[K+]. The catalyst is O1CCOCC1. The product is [NH2:1][C:2]1[CH:9]=[CH:8][CH:7]=[C:6]([C:2]2[CH:9]=[CH:8][CH:7]=[C:6]([O:14][CH3:11])[CH:3]=2)[C:3]=1[C:4]#[N:5]. The yield is 0.800. (6) The reactants are C([O:3][C:4]([C:6]1[CH:7]=[C:8]2[C:13](=[CH:14][CH:15]=1)[NH:12][CH:11]([C:16]1[CH:21]=[C:20]([N:22]3[CH2:27][CH2:26][O:25][CH2:24][CH2:23]3)[CH:19]=[CH:18][C:17]=1[CH3:28])[CH2:10][C:9]2([CH3:30])[CH3:29])=[O:5])C.[OH-].[Na+].Cl. The catalyst is CO.O1CCCC1.O. The product is [CH3:29][C:9]1([CH3:30])[C:8]2[C:13](=[CH:14][CH:15]=[C:6]([C:4]([OH:5])=[O:3])[CH:7]=2)[NH:12][CH:11]([C:16]2[CH:21]=[C:20]([N:22]3[CH2:27][CH2:26][O:25][CH2:24][CH2:23]3)[CH:19]=[CH:18][C:17]=2[CH3:28])[CH2:10]1. The yield is 0.800. (7) The yield is 0.862. The reactants are [Br:1][C:2]1[C:11]2[C:6](=[CH:7][C:8]([O:12][CH3:13])=[CH:9][CH:10]=2)[CH:5]=[CH:4][C:3]=1[OH:14].C(=O)([O-])[O-].[K+].[K+].[CH2:21](Br)[C:22]1[CH:27]=[CH:26][CH:25]=[CH:24][CH:23]=1. The product is [CH2:21]([O:14][C:3]1[CH:4]=[CH:5][C:6]2[C:11](=[CH:10][CH:9]=[C:8]([O:12][CH3:13])[CH:7]=2)[C:2]=1[Br:1])[C:22]1[CH:27]=[CH:26][CH:25]=[CH:24][CH:23]=1. The catalyst is CN(C=O)C.